Dataset: Peptide-MHC class II binding affinity with 134,281 pairs from IEDB. Task: Regression. Given a peptide amino acid sequence and an MHC pseudo amino acid sequence, predict their binding affinity value. This is MHC class II binding data. (1) The binding affinity (normalized) is 0.565. The peptide sequence is LVAGPAGSYAADLGY. The MHC is DRB3_0101 with pseudo-sequence DRB3_0101. (2) The peptide sequence is AFKVADTAANAAPAN. The MHC is DRB1_0901 with pseudo-sequence DRB1_0901. The binding affinity (normalized) is 0.572.